This data is from Peptide-MHC class I binding affinity with 185,985 pairs from IEDB/IMGT. The task is: Regression. Given a peptide amino acid sequence and an MHC pseudo amino acid sequence, predict their binding affinity value. This is MHC class I binding data. (1) The binding affinity (normalized) is 0. The MHC is Mamu-A2601 with pseudo-sequence Mamu-A2601. The peptide sequence is FLPSDYFPSV. (2) The peptide sequence is IMKVVNRWL. The MHC is HLA-A80:01 with pseudo-sequence HLA-A80:01. The binding affinity (normalized) is 0.0847. (3) The peptide sequence is KYFDDVTAF. The MHC is HLA-A68:02 with pseudo-sequence HLA-A68:02. The binding affinity (normalized) is 0.0847. (4) The peptide sequence is LFVKKMLPK. The MHC is HLA-A33:01 with pseudo-sequence HLA-A33:01. The binding affinity (normalized) is 0.0378. (5) The peptide sequence is FATPAFFLI. The MHC is HLA-A25:01 with pseudo-sequence HLA-A25:01. The binding affinity (normalized) is 0.0847. (6) The peptide sequence is RKWGLDFCY. The MHC is HLA-B15:09 with pseudo-sequence HLA-B15:09. The binding affinity (normalized) is 0.0847. (7) The peptide sequence is HAAVRRNAF. The MHC is HLA-B46:01 with pseudo-sequence HLA-B46:01. The binding affinity (normalized) is 0.0847. (8) The peptide sequence is YLAPSYRNF. The MHC is HLA-A69:01 with pseudo-sequence HLA-A69:01. The binding affinity (normalized) is 0.0847.